From a dataset of Catalyst prediction with 721,799 reactions and 888 catalyst types from USPTO. Predict which catalyst facilitates the given reaction. (1) Reactant: [CH3:1][S:2]([C:5]1[CH:6]=[C:7]2[C:11](=[CH:12][CH:13]=1)[N:10]([CH2:14][C:15]1[CH:20]=[CH:19][C:18]([CH:21]3[CH2:26][CH2:25][NH:24][CH2:23][CH2:22]3)=[CH:17][N:16]=1)[CH:9]=[CH:8]2)(=[O:4])=[O:3].C(=O)([O-])O.[Na+].[N:32]#[C:33]Br. Product: [CH3:1][S:2]([C:5]1[CH:6]=[C:7]2[C:11](=[CH:12][CH:13]=1)[N:10]([CH2:14][C:15]1[CH:20]=[CH:19][C:18]([CH:21]3[CH2:26][CH2:25][N:24]([C:33]#[N:32])[CH2:23][CH2:22]3)=[CH:17][N:16]=1)[CH:9]=[CH:8]2)(=[O:4])=[O:3]. The catalyst class is: 46. (2) Reactant: [Br:1][C:2]1[C:3]([F:17])=[C:4]([NH:9]C(=O)OC(C)(C)C)[CH:5]=[C:6]([Cl:8])[CH:7]=1. Product: [Br:1][C:2]1[C:3]([F:17])=[C:4]([CH:5]=[C:6]([Cl:8])[CH:7]=1)[NH2:9]. The catalyst class is: 157.